This data is from Full USPTO retrosynthesis dataset with 1.9M reactions from patents (1976-2016). The task is: Predict the reactants needed to synthesize the given product. (1) Given the product [CH3:13][O:12][CH:11]([O:14][CH3:15])[C:4]1[CH:3]=[C:2]([O:22][C:16]2[CH:21]=[CH:20][CH:19]=[CH:18][CH:17]=2)[CH:7]=[CH:6][C:5]=1[N+:8]([O-:10])=[O:9], predict the reactants needed to synthesize it. The reactants are: Cl[C:2]1[CH:7]=[CH:6][C:5]([N+:8]([O-:10])=[O:9])=[C:4]([CH:11]([O:14][CH3:15])[O:12][CH3:13])[CH:3]=1.[C:16]1([OH:22])[CH:21]=[CH:20][CH:19]=[CH:18][CH:17]=1.C(=O)([O-])[O-].[K+].[K+].C(OC(C)C)(C)C. (2) Given the product [C:1]([O:5][C:6](=[O:16])[NH:7][C:8]1[NH:9][N:10]=[C:11]([NH2:13])[CH:12]=1)([CH3:4])([CH3:2])[CH3:3], predict the reactants needed to synthesize it. The reactants are: [C:1]([O:5][C:6](=[O:16])[NH:7][C:8]1[CH:12]=[C:11]([N+:13]([O-])=O)[NH:10][N:9]=1)([CH3:4])([CH3:3])[CH3:2]. (3) Given the product [ClH:20].[CH2:47]([N:3]([CH2:1][CH3:2])[CH2:4][CH2:5][N:6]([C:21]([CH2:23][N:24]1[CH:29]=[C:28]([CH2:30][C:31]2[CH:32]=[N:33][N:34]([CH3:36])[CH:35]=2)[C:27](=[O:37])[N:26]=[C:25]1[S:38][CH2:39][C:40]1[CH:45]=[CH:44][C:43]([F:46])=[CH:42][CH:41]=1)=[O:22])[CH2:7][C:8]1[CH:13]=[CH:12][C:11]([C:14]2[CH:15]=[CH:16][C:17]([Cl:20])=[CH:18][CH:19]=2)=[CH:10][CH:9]=1)[CH3:48], predict the reactants needed to synthesize it. The reactants are: [CH2:1]([N:3]([CH2:47][CH3:48])[CH2:4][CH2:5][N:6]([C:21]([CH2:23][N:24]1[CH:29]=[C:28]([CH2:30][C:31]2[CH:32]=[N:33][N:34]([CH3:36])[CH:35]=2)[C:27](=[O:37])[N:26]=[C:25]1[S:38][CH2:39][C:40]1[CH:45]=[CH:44][C:43]([F:46])=[CH:42][CH:41]=1)=[O:22])[CH2:7][C:8]1[CH:13]=[CH:12][C:11]([C:14]2[CH:19]=[CH:18][C:17]([Cl:20])=[CH:16][CH:15]=2)=[CH:10][CH:9]=1)[CH3:2].Cl.CCOCC. (4) Given the product [OH:39][C:38]1[C:37]([CH3:40])=[CH:36][C:33]([CH2:34][NH:1][C:2]2[NH:6][N:5]=[C:4]([NH:7][C:8]3[CH:13]=[CH:12][C:11]([N:14]4[CH2:19][CH2:18][N:17]([C:20]([N:22]5[CH2:26][CH2:25][CH2:24][CH2:23]5)=[O:21])[CH2:16][CH2:15]4)=[CH:10][CH:9]=3)[C:3]=2[C:27]([NH2:29])=[O:28])=[CH:32][C:31]=1[CH3:30], predict the reactants needed to synthesize it. The reactants are: [NH2:1][C:2]1[NH:6][N:5]=[C:4]([NH:7][C:8]2[CH:13]=[CH:12][C:11]([N:14]3[CH2:19][CH2:18][N:17]([C:20]([N:22]4[CH2:26][CH2:25][CH2:24][CH2:23]4)=[O:21])[CH2:16][CH2:15]3)=[CH:10][CH:9]=2)[C:3]=1[C:27]([NH2:29])=[O:28].[CH3:30][C:31]1[CH:32]=[C:33]([CH:36]=[C:37]([CH3:40])[C:38]=1[OH:39])[CH:34]=O.[BH4-].[Na+].O. (5) Given the product [CH2:35]([O:34][C:32]([N:27]1[CH:14]([C:12]([OH:18])=[O:13])[CH2:31][C:29]2([CH2:30][CH2:26]2)[CH2:28]1)=[O:33])[C:36]1[CH:37]=[CH:38][CH:39]=[CH:40][CH:41]=1, predict the reactants needed to synthesize it. The reactants are: C([Zn]CC)C.CCCCCC.[C:12]([OH:18])([C:14](F)(F)F)=[O:13].C(I)I.COC([CH:26]1[CH2:30][C:29](=[CH2:31])[CH2:28][N:27]1[C:32]([O:34][CH2:35][C:36]1[CH:41]=[CH:40][CH:39]=[CH:38][CH:37]=1)=[O:33])=O.C[N+]1([O-])CCOCC1. (6) Given the product [CH3:1][O:2][C:3]1[CH:4]=[CH:5][C:6]([C:9]2[C:17]3[C:12](=[C:13]([CH3:18])[CH:14]=[CH:15][CH:16]=3)[N:11]([CH2:22][CH2:23][CH2:24][CH2:25][CH3:26])[N:10]=2)=[CH:7][CH:8]=1, predict the reactants needed to synthesize it. The reactants are: [CH3:1][O:2][C:3]1[CH:8]=[CH:7][C:6]([C:9]2[C:17]3[C:12](=[C:13]([CH3:18])[CH:14]=[CH:15][CH:16]=3)[NH:11][N:10]=2)=[CH:5][CH:4]=1.[H-].[Na+].I[CH2:22][CH2:23][CH2:24][CH2:25][CH3:26]. (7) Given the product [ClH:4].[ClH:4].[ClH:4].[F:29][C:26]1[CH:27]=[CH:28][C:23]([C:21]2[N:22]=[C:18]([CH:15]3[CH2:16][CH2:17][NH:12][CH2:13][CH2:14]3)[N:19]([CH2:34][CH2:35][N:36]([CH3:38])[CH3:37])[CH:20]=2)=[CH:24][C:25]=1[C:30]([F:31])([F:32])[F:33], predict the reactants needed to synthesize it. The reactants are: C([Cl:4])(=O)C.C(OC([N:12]1[CH2:17][CH2:16][CH:15]([C:18]2[N:19]([CH2:34][CH2:35][N:36]([CH3:38])[CH3:37])[CH:20]=[C:21]([C:23]3[CH:28]=[CH:27][C:26]([F:29])=[C:25]([C:30]([F:33])([F:32])[F:31])[CH:24]=3)[N:22]=2)[CH2:14][CH2:13]1)=O)(C)(C)C. (8) Given the product [CH3:1][O:2][C:3]1[CH:4]=[C:5]([NH:6][C:17]2[N:21]=[C:20]([N:22]3[C:25]4([CH2:29][CH2:28][CH2:27][CH2:26]4)[CH2:24][CH2:23]3)[N:19]([CH2:30][C:31]([CH3:34])([OH:33])[CH3:32])[N:18]=2)[CH:7]=[CH:8][C:9]=1[N:10]1[CH:14]=[C:13]([CH3:15])[N:12]=[CH:11]1, predict the reactants needed to synthesize it. The reactants are: [CH3:1][O:2][C:3]1[CH:4]=[C:5]([CH:7]=[CH:8][C:9]=1[N:10]1[CH:14]=[C:13]([CH3:15])[N:12]=[CH:11]1)[NH2:6].Br[C:17]1[N:21]=[C:20]([N:22]2[C:25]3([CH2:29][CH2:28][CH2:27][CH2:26]3)[CH2:24][CH2:23]2)[N:19]([CH2:30][C:31]([CH3:34])([OH:33])[CH3:32])[N:18]=1.CC1(C)C2C=CC=C(P(C3C=CC=CC=3)C3C=CC=CC=3)C=2OC2C1=CC=CC=2P(C1C=CC=CC=1)C1C=CC=CC=1.C(=O)([O-])[O-].[Cs+].[Cs+]. (9) Given the product [C:33]([O:32][C:31](=[O:37])[NH:30][C:26]1([C:23]2[CH:24]=[CH:25][C:20]([C:19]3[C:7]([C:1]4[CH:2]=[CH:3][CH:4]=[CH:5][CH:6]=4)=[CH:8][C:9]4[N:14]5[C:15]([Br:38])=[N:16][N:17]=[C:13]5[CH2:12][O:11][C:10]=4[N:18]=3)=[CH:21][CH:22]=2)[CH2:27][CH2:28][CH2:29]1)([CH3:34])([CH3:36])[CH3:35], predict the reactants needed to synthesize it. The reactants are: [C:1]1([C:7]2[C:19]([C:20]3[CH:25]=[CH:24][C:23]([C:26]4([NH:30][C:31](=[O:37])[O:32][C:33]([CH3:36])([CH3:35])[CH3:34])[CH2:29][CH2:28][CH2:27]4)=[CH:22][CH:21]=3)=[N:18][C:10]3[O:11][CH2:12][C:13]4[N:14]([CH:15]=[N:16][N:17]=4)[C:9]=3[CH:8]=2)[CH:6]=[CH:5][CH:4]=[CH:3][CH:2]=1.[Br:38]N1C(=O)CCC1=O. (10) Given the product [Cl:1][C:2]1[CH:3]=[C:4]2[C:9](=[CH:10][CH:11]=1)[NH:8][CH:7]([C:12]1[CH:18]=[CH:17][CH:16]=[CH:15][C:13]=1[NH:14][S:34]([C:31]1[CH:32]=[CH:33][C:28]([F:27])=[CH:29][CH:30]=1)(=[O:36])=[O:35])[CH2:6][C:5]2([CH3:20])[CH3:19], predict the reactants needed to synthesize it. The reactants are: [Cl:1][C:2]1[CH:3]=[C:4]2[C:9](=[CH:10][CH:11]=1)[NH:8][CH:7]([C:12]1[CH:18]=[CH:17][CH:16]=[CH:15][C:13]=1[NH2:14])[CH2:6][C:5]2([CH3:20])[CH3:19].N1C=CC=CC=1.[F:27][C:28]1[CH:33]=[CH:32][C:31]([S:34](Cl)(=[O:36])=[O:35])=[CH:30][CH:29]=1.